From a dataset of Reaction yield outcomes from USPTO patents with 853,638 reactions. Predict the reaction yield, written as a fraction of the theoretical maximum amount of product (1.0 means a 100% yield; for example, 0.34 means a 34% yield). (1) The reactants are [CH3:1][O:2][C:3](=[O:39])[CH:4]([C:9]1[CH:14]=[CH:13][C:12]([NH:15][C:16]([C:18]2[N:19](COCC[Si](C)(C)C)[CH:20]=[C:21]([C:23]#[N:24])[N:22]=2)=[O:17])=[C:11]([C:33]2[CH2:38][CH2:37][CH2:36][CH2:35][CH:34]=2)[CH:10]=1)[C:5]([O:7][CH3:8])=[O:6].C(O)(C(F)(F)F)=O. The catalyst is C(Cl)Cl. The product is [CH3:8][O:7][C:5](=[O:6])[CH:4]([C:9]1[CH:14]=[CH:13][C:12]([NH:15][C:16]([C:18]2[NH:19][CH:20]=[C:21]([C:23]#[N:24])[N:22]=2)=[O:17])=[C:11]([C:33]2[CH2:38][CH2:37][CH2:36][CH2:35][CH:34]=2)[CH:10]=1)[C:3]([O:2][CH3:1])=[O:39]. The yield is 0.840. (2) The catalyst is C(OCC)(=O)C.[Cu]I.C1C=CC(P(C2C=CC=CC=2)C2C=CC=CC=2)=CC=1.C1C=CC(P(C2C=CC=CC=2)C2C=CC=CC=2)=CC=1.Cl[Pd]Cl. The product is [Cl:1][C:2]1[CH:10]=[C:9]([C:38]#[C:37][C:39]2[CH:44]=[CH:43][CH:42]=[CH:41][N:40]=2)[C:5]2[O:6][CH2:7][O:8][C:4]=2[C:3]=1[NH:12][C:13]1[C:22]2[C:17](=[CH:18][C:19]([O:25][CH2:26][CH2:27][CH2:28][N:29]3[CH2:34][CH2:33][N:32]([CH3:35])[C:31](=[O:36])[CH2:30]3)=[C:20]([O:23][CH3:24])[CH:21]=2)[N:16]=[CH:15][N:14]=1. The reactants are [Cl:1][C:2]1[CH:10]=[C:9](I)[C:5]2[O:6][CH2:7][O:8][C:4]=2[C:3]=1[NH:12][C:13]1[C:22]2[C:17](=[CH:18][C:19]([O:25][CH2:26][CH2:27][CH2:28][N:29]3[CH2:34][CH2:33][N:32]([CH3:35])[C:31](=[O:36])[CH2:30]3)=[C:20]([O:23][CH3:24])[CH:21]=2)[N:16]=[CH:15][N:14]=1.[C:37]([C:39]1[CH:44]=[CH:43][CH:42]=[CH:41][N:40]=1)#[CH:38].C(NC(C)C)(C)C. The yield is 0.350. (3) The reactants are [NH2:1][C:2]1[C:3]2[C:10]([C:11]3[CH:16]=[CH:15][C:14]([Cl:17])=[CH:13][CH:12]=3)=[CH:9][N:8]([C:18]3[CH:19]=[C:20]([CH:23]=[CH:24][CH:25]=3)[CH:21]=O)[C:4]=2[N:5]=[CH:6][N:7]=1.[OH:26][CH:27]1[CH2:30][N:29]([C:31](=[O:35])[CH2:32][C:33]#[N:34])[CH2:28]1.N12CCCN=C1CCCCC2. The catalyst is CC(O)C. The product is [NH2:1][C:2]1[C:3]2[C:10]([C:11]3[CH:16]=[CH:15][C:14]([Cl:17])=[CH:13][CH:12]=3)=[CH:9][N:8]([C:18]3[CH:19]=[C:20](/[CH:21]=[C:32](/[C:31]([N:29]4[CH2:30][CH:27]([OH:26])[CH2:28]4)=[O:35])\[C:33]#[N:34])[CH:23]=[CH:24][CH:25]=3)[C:4]=2[N:5]=[CH:6][N:7]=1. The yield is 0.640.